Dataset: Full USPTO retrosynthesis dataset with 1.9M reactions from patents (1976-2016). Task: Predict the reactants needed to synthesize the given product. (1) Given the product [NH2:34][C:32]1[N:33]=[C:28]([CH2:27][CH2:26][O:25][C:24]2[CH:23]=[CH:22][C:21]([NH:20][C:18]([C:6]3[C:7]([C:8]4[CH:9]=[CH:10][C:11]([C:14]([F:17])([F:15])[F:16])=[CH:12][CH:13]=4)=[C:2]([CH3:1])[CH:3]=[CH:4][CH:5]=3)=[O:19])=[CH:43][CH:42]=2)[CH:29]=[CH:30][CH:31]=1, predict the reactants needed to synthesize it. The reactants are: [CH3:1][C:2]1[C:7]([C:8]2[CH:13]=[CH:12][C:11]([C:14]([F:17])([F:16])[F:15])=[CH:10][CH:9]=2)=[C:6]([C:18]([NH:20][C:21]2[CH:43]=[CH:42][C:24]([O:25][CH2:26][CH2:27][C:28]3[N:33]=[C:32]([NH:34]C(=O)OC(C)(C)C)[CH:31]=[CH:30][CH:29]=3)=[CH:23][CH:22]=2)=[O:19])[CH:5]=[CH:4][CH:3]=1.FC(F)(F)C(O)=O. (2) The reactants are: [CH3:1][O:2][C:3]1[CH:4]=[C:5]([CH:17]=[CH:18][C:19]=1[O:20][CH2:21][C:22]1[CH:27]=[CH:26][C:25]([O:28][CH3:29])=[CH:24][CH:23]=1)[CH2:6][C:7](=[CH:10][N:11]1[CH2:16][CH2:15]OCC1)[C:8]#[N:9].Cl.N[C:32]1[CH:37]=CC=[CH:34][CH:33]=1.O. Given the product [NH:11]([CH:10]=[C:7]([CH2:6][C:5]1[CH:17]=[CH:18][C:19]([O:20][CH2:21][C:22]2[CH:23]=[CH:24][C:25]([O:28][CH3:29])=[CH:26][CH:27]=2)=[C:3]([O:2][CH3:1])[CH:4]=1)[C:8]#[N:9])[C:16]1[CH:34]=[CH:33][CH:32]=[CH:37][CH:15]=1, predict the reactants needed to synthesize it. (3) The reactants are: Br[C:2]1[CH:3]=[C:4]([C:9]([OH:11])=O)[CH:5]=[N:6][C:7]=1Cl.[CH3:12][C:13]1[O:17][N:16]=[C:15]([CH2:18][OH:19])[CH:14]=1.[Cl:20][C:21]1[CH:26]=[CH:25][C:24](B(O)O)=[CH:23][CH:22]=1.[NH2:30][C@@H:31]1[CH2:36][CH2:35][CH2:34][CH2:33][C@H:32]1[OH:37]. Given the product [Cl:20][C:21]1[CH:26]=[CH:25][C:24]([C:2]2[C:7]([O:19][CH2:18][C:15]3[CH:14]=[C:13]([CH3:12])[O:17][N:16]=3)=[N:6][CH:5]=[C:4]([CH:3]=2)[C:9]([NH:30][C@@H:31]2[CH2:36][CH2:35][CH2:34][CH2:33][C@H:32]2[OH:37])=[O:11])=[CH:23][CH:22]=1, predict the reactants needed to synthesize it. (4) Given the product [CH2:77]([O:76][C:74](=[O:75])[NH:73][CH2:72][CH2:71][NH:70][C:68](=[O:69])[CH2:67][C@@H:62]([NH:58][C:59]([O:60][CH2:84][C:92]1[CH:91]=[CH:90][CH:89]=[CH:88][CH:93]=1)=[O:61])[CH2:63][CH2:64][CH2:65][NH:66][C:32]([C@H:15]1[N:14]([CH2:35][CH3:36])[C:13](=[O:37])[C@H:12]([CH2:38][CH2:39][CH2:40][NH:41][C:42]([O:44][C:45]([CH3:46])([CH3:48])[CH3:47])=[O:43])[NH:11][C:10](=[O:49])[C@@H:9]([NH:8][C:6]([O:5][C:1]([CH3:4])([CH3:3])[CH3:2])=[O:7])[CH2:27][C:26]2[CH:28]=[C:22]([CH:23]=[CH:24][C:25]=2[OH:29])[C:21]2=[CH:30][C:17](=[C:18]([OH:31])[CH:19]=[CH:20]2)[CH2:16]1)=[O:33])[C:78]1[CH:79]=[CH:80][CH:81]=[CH:82][CH:83]=1, predict the reactants needed to synthesize it. The reactants are: [C:1]([O:5][C:6]([NH:8][C@H:9]1[CH2:27][C:26]2[CH:28]=[C:22]([CH:23]=[CH:24][C:25]=2[OH:29])[C:21]2=[CH:30][C:17](=[C:18]([OH:31])[CH:19]=[CH:20]2)[CH2:16][C@@H:15]([C:32](O)=[O:33])[N:14]([CH2:35][CH3:36])[C:13](=[O:37])[C@H:12]([CH2:38][CH2:39][CH2:40][NH:41][C:42]([O:44][C:45]([CH3:48])([CH3:47])[CH3:46])=[O:43])[NH:11][C:10]1=[O:49])=[O:7])([CH3:4])([CH3:3])[CH3:2].Cl.C([N:58]([C@H:62]([CH2:67][C:68]([NH:70][CH2:71][CH2:72][NH:73][C:74]([O:76][CH2:77][C:78]1[CH:83]=[CH:82][CH:81]=[CH:80][CH:79]=1)=[O:75])=[O:69])[CH2:63][CH2:64][CH2:65][NH2:66])[C:59](=[O:61])[OH:60])C1C=CC=CC=1.[CH2:84](Cl)CCl.[CH:88]1[CH:89]=[CH:90][C:91]2N(O)N=N[C:92]=2[CH:93]=1. (5) Given the product [NH2:4][C:5]1[CH:10]=[CH:9][C:8]([S:11]([NH2:14])(=[O:12])=[O:13])=[C:7]([F:15])[CH:6]=1, predict the reactants needed to synthesize it. The reactants are: C([NH:4][C:5]1[CH:10]=[CH:9][C:8]([S:11]([NH2:14])(=[O:13])=[O:12])=[C:7]([F:15])[CH:6]=1)(=O)C.[OH-].[Na+].Cl. (6) Given the product [CH:1]1([N:6]2[CH2:12][C@:11]([CH2:14][CH3:15])([CH3:13])[C:10](=[O:16])[N:9]([CH3:17])[C:8]3[CH:18]=[N:19][C:20]([NH:22][C:23]4[CH:31]=[CH:30][C:26]([C:27]([NH:44][CH:43]5[CH2:39][CH2:37][N:36]([CH3:35])[CH2:40][CH2:42]5)=[O:28])=[CH:25][C:24]=4[O:32][CH3:33])=[N:21][C:7]2=3)[CH2:5][CH2:4][CH2:3][CH2:2]1, predict the reactants needed to synthesize it. The reactants are: [CH:1]1([N:6]2[CH2:12][C@:11]([CH2:14][CH3:15])([CH3:13])[C:10](=[O:16])[N:9]([CH3:17])[C:8]3[CH:18]=[N:19][C:20]([NH:22][C:23]4[CH:31]=[CH:30][C:26]([C:27](O)=[O:28])=[CH:25][C:24]=4[O:32][CH3:33])=[N:21][C:7]2=3)[CH2:5][CH2:4][CH2:3][CH2:2]1.C[CH2:35][N:36]([CH:40]([CH3:42])C)[CH:37]([CH3:39])C.[CH3:43][N:44](C(ON1N=NC2C=CC=NC1=2)=[N+](C)C)C.F[P-](F)(F)(F)(F)F. (7) The reactants are: [NH2:1][C:2]1[N:10]=[CH:9][N:8]=[C:7]2[C:3]=1[N:4]=[CH:5][N:6]2[C@H:11]1[C@@H:15]2[O:16][C:17]([CH3:20])([CH3:19])[O:18][C@@H:14]2[C@@H:13]([CH2:21][OH:22])[O:12]1.C[Si](Cl)(C)C.[Br:28][C:29]1[CH:37]=[CH:36][C:32]([C:33](Cl)=[O:34])=[CH:31][CH:30]=1.N. Given the product [Br:28][C:29]1[CH:37]=[CH:36][C:32]([C:33]([NH:1][C:2]2[N:10]=[CH:9][N:8]=[C:7]3[C:3]=2[N:4]=[CH:5][N:6]3[C@H:11]2[C@H:15]3[C@H:14]([O:18][C:17]([CH3:19])([CH3:20])[O:16]3)[C@@H:13]([CH2:21][OH:22])[O:12]2)=[O:34])=[CH:31][CH:30]=1, predict the reactants needed to synthesize it.